Dataset: Full USPTO retrosynthesis dataset with 1.9M reactions from patents (1976-2016). Task: Predict the reactants needed to synthesize the given product. (1) Given the product [CH:14]([O:12][CH2:11][CH:8]1[CH2:9][CH2:10][C:5]2([O:4][CH2:3][CH2:2][O:1]2)[CH2:6][CH2:7]1)([CH3:16])[CH3:15], predict the reactants needed to synthesize it. The reactants are: [O:1]1[C:5]2([CH2:10][CH2:9][CH:8]([CH2:11][OH:12])[CH2:7][CH2:6]2)[O:4][CH2:3][CH2:2]1.I[CH:14]([CH3:16])[CH3:15]. (2) Given the product [CH3:1][O:2][C:3]1[CH:4]=[C:5]2[C:10](=[CH:11][C:12]=1[O:13][CH3:14])[N:9]=[CH:8][CH:7]=[C:6]2[O:15][C:16]1[CH:22]=[CH:21][C:19]([NH:20][C:27](=[O:33])[O:28][CH:29]2[CH2:39][CH2:40][O:35][CH2:36][CH2:37]2)=[CH:18][CH:17]=1, predict the reactants needed to synthesize it. The reactants are: [CH3:1][O:2][C:3]1[CH:4]=[C:5]2[C:10](=[CH:11][C:12]=1[O:13][CH3:14])[N:9]=[CH:8][CH:7]=[C:6]2[O:15][C:16]1[CH:22]=[CH:21][C:19]([NH2:20])=[CH:18][CH:17]=1.ClC(Cl)(O[C:27](=[O:33])[O:28][C:29](Cl)(Cl)Cl)Cl.[O:35]1[CH2:40][CH2:39]C(O)[CH2:37][CH2:36]1.C(=O)(O)[O-].[Na+].